From a dataset of NCI-60 drug combinations with 297,098 pairs across 59 cell lines. Regression. Given two drug SMILES strings and cell line genomic features, predict the synergy score measuring deviation from expected non-interaction effect. (1) Drug 1: CC1=C2C(C(=O)C3(C(CC4C(C3C(C(C2(C)C)(CC1OC(=O)C(C(C5=CC=CC=C5)NC(=O)C6=CC=CC=C6)O)O)OC(=O)C7=CC=CC=C7)(CO4)OC(=O)C)O)C)OC(=O)C. Drug 2: CC1=C2C(C(=O)C3(C(CC4C(C3C(C(C2(C)C)(CC1OC(=O)C(C(C5=CC=CC=C5)NC(=O)OC(C)(C)C)O)O)OC(=O)C6=CC=CC=C6)(CO4)OC(=O)C)O)C)O. Cell line: SNB-75. Synergy scores: CSS=13.3, Synergy_ZIP=-4.76, Synergy_Bliss=-0.512, Synergy_Loewe=0.0479, Synergy_HSA=0.343. (2) Cell line: HS 578T. Drug 1: COC1=C(C=C2C(=C1)N=CN=C2NC3=CC(=C(C=C3)F)Cl)OCCCN4CCOCC4. Drug 2: CCN(CC)CCCC(C)NC1=C2C=C(C=CC2=NC3=C1C=CC(=C3)Cl)OC. Synergy scores: CSS=27.2, Synergy_ZIP=0.381, Synergy_Bliss=9.45, Synergy_Loewe=10.3, Synergy_HSA=11.5. (3) Drug 1: CS(=O)(=O)C1=CC(=C(C=C1)C(=O)NC2=CC(=C(C=C2)Cl)C3=CC=CC=N3)Cl. Drug 2: CNC(=O)C1=NC=CC(=C1)OC2=CC=C(C=C2)NC(=O)NC3=CC(=C(C=C3)Cl)C(F)(F)F. Cell line: HCC-2998. Synergy scores: CSS=26.5, Synergy_ZIP=-3.04, Synergy_Bliss=-3.84, Synergy_Loewe=-19.4, Synergy_HSA=-9.02. (4) Drug 1: CN(CCCl)CCCl.Cl. Drug 2: C1CN(CCN1C(=O)CCBr)C(=O)CCBr. Cell line: LOX IMVI. Synergy scores: CSS=36.4, Synergy_ZIP=-10.1, Synergy_Bliss=0.233, Synergy_Loewe=3.16, Synergy_HSA=4.10. (5) Drug 1: C1=NC(=NC(=O)N1C2C(C(C(O2)CO)O)O)N. Drug 2: CC1CCC2CC(C(=CC=CC=CC(CC(C(=O)C(C(C(=CC(C(=O)CC(OC(=O)C3CCCCN3C(=O)C(=O)C1(O2)O)C(C)CC4CCC(C(C4)OC)OCCO)C)C)O)OC)C)C)C)OC. Cell line: UO-31. Synergy scores: CSS=26.9, Synergy_ZIP=-4.01, Synergy_Bliss=-1.98, Synergy_Loewe=0.267, Synergy_HSA=1.79.